Predict the reaction yield, written as a fraction of the theoretical maximum amount of product (1.0 means a 100% yield; for example, 0.34 means a 34% yield). From a dataset of Reaction yield outcomes from USPTO patents with 853,638 reactions. (1) The reactants are C[O:2][C:3]([C:5]1([C:8]2[CH:9]=[CH:10][C:11]3[O:15][CH:14]=[N:13][C:12]=3[CH:16]=2)[CH2:7][CH2:6]1)=[O:4].[Al+3].[Cl-].[Cl-].[Cl-].O. The catalyst is CCS. The product is [O:15]1[C:11]2[CH:10]=[CH:9][C:8]([C:5]3([C:3]([OH:4])=[O:2])[CH2:7][CH2:6]3)=[CH:16][C:12]=2[N:13]=[CH:14]1. The yield is 0.110. (2) The reactants are [O:1]([CH2:4][C:5]([O:7][CH2:8][CH3:9])=O)CC.[CH:10](OCC)=O.[O-]CC.[Na+].[NH2:19][C:20]([NH2:22])=[O:21]. The catalyst is C1(C)C=CC=CC=1.CCO. The product is [CH2:8]([O:7][C:5]1[C:4]([OH:1])=[N:19][C:20]([OH:21])=[N:22][CH:10]=1)[CH3:9]. The yield is 0.320. (3) The reactants are [Cl:1][C:2]1[CH:3]=[C:4]2[C:10]([I:11])=[CH:9][NH:8][C:5]2=[N:6][CH:7]=1.[H-].[Na+].[CH:14]([Si:17](Cl)([CH:21]([CH3:23])[CH3:22])[CH:18]([CH3:20])[CH3:19])([CH3:16])[CH3:15]. The catalyst is CN1CCCC1=O. The product is [Cl:1][C:2]1[CH:3]=[C:4]2[C:10]([I:11])=[CH:9][N:8]([Si:17]([CH:21]([CH3:23])[CH3:22])([CH:18]([CH3:20])[CH3:19])[CH:14]([CH3:16])[CH3:15])[C:5]2=[N:6][CH:7]=1. The yield is 0.880. (4) The reactants are [Br:1][C:2]1[CH:3]=[C:4]([CH:6]=[CH:7][C:8]=1[CH3:9])[NH2:5].[OH-].[Na+].[CH3:12][C:13]([CH3:18])=[CH:14][C:15](Cl)=[O:16]. The catalyst is ClCCl.O. The product is [Br:1][C:2]1[CH:3]=[C:4]([NH:5][C:15](=[O:16])[CH:14]=[C:13]([CH3:18])[CH3:12])[CH:6]=[CH:7][C:8]=1[CH3:9]. The yield is 0.970. (5) The reactants are Br[C:2]1[CH:3]=[C:4]([NH:10][C:11]2[CH:16]=[CH:15][C:14]([N:17]3[CH2:20][C:19]([OH:22])([CH3:21])[CH2:18]3)=[CH:13][N:12]=2)[C:5](=[O:9])[N:6]([CH3:8])[CH:7]=1.[C:23]([O:26][CH2:27][C:28]1[C:33](B2OC(C)(C)C(C)(C)O2)=[CH:32][CH:31]=[CH:30][C:29]=1[N:43]1[CH2:55][CH2:54][N:46]2[C:47]3[CH2:48][CH2:49][CH2:50][CH2:51][C:52]=3[CH:53]=[C:45]2[C:44]1=[O:56])(=[O:25])[CH3:24].[O-]P([O-])([O-])=O.[K+].[K+].[K+].CC([O-])=O.[Na+]. The catalyst is CC#N.O.C1C=CC(P(C2C=CC=CC=2)[C-]2C=CC=C2)=CC=1.C1C=CC(P(C2C=CC=CC=2)[C-]2C=CC=C2)=CC=1.Cl[Pd]Cl.[Fe+2]. The product is [C:23]([O:26][CH2:27][C:28]1[C:29]([N:43]2[CH2:55][CH2:54][N:46]3[C:47]4[CH2:48][CH2:49][CH2:50][CH2:51][C:52]=4[CH:53]=[C:45]3[C:44]2=[O:56])=[CH:30][CH:31]=[CH:32][C:33]=1[C:2]1[CH:3]=[C:4]([NH:10][C:11]2[CH:16]=[CH:15][C:14]([N:17]3[CH2:20][C:19]([OH:22])([CH3:21])[CH2:18]3)=[CH:13][N:12]=2)[C:5](=[O:9])[N:6]([CH3:8])[CH:7]=1)(=[O:25])[CH3:24]. The yield is 0.430. (6) The reactants are [Si]([O:18][C@H:19]1[CH2:24][CH2:23][C@@:22]([C@H:26]2[CH2:34][CH2:33][C@@:32]3([CH3:35])[C@@H:28]([CH2:29][CH2:30][C:31]3=[CH2:36])[C@@H:27]2[OH:37])([CH3:25])[C@@H:21]([CH2:38][CH2:39][O:40][C:41]2[N:46]=[CH:45][CH:44]=[CH:43][N:42]=2)[CH2:20]1)(C(C)(C)C)(C1C=CC=CC=1)C1C=CC=CC=1.CCCC[N+](CCCC)(CCCC)CCCC.[F-]. The catalyst is C1COCC1. The product is [OH:18][C@H:19]1[CH2:24][CH2:23][C@@:22]([C@H:26]2[CH2:34][CH2:33][C@@:32]3([CH3:35])[C@@H:28]([CH2:29][CH2:30][C:31]3=[CH2:36])[C@@H:27]2[OH:37])([CH3:25])[C@@H:21]([CH2:38][CH2:39][O:40][C:41]2[N:42]=[CH:43][CH:44]=[CH:45][N:46]=2)[CH2:20]1. The yield is 0.800. (7) The reactants are Br[C:2]1[CH:9]=[CH:8][CH:7]=[CH:6][C:3]=1[C:4]#[N:5].[NH2:10][C:11]1[CH:16]=[CH:15][CH:14]=[CH:13][CH:12]=1.CC1(C)C2C(=C(P(C3C=CC=CC=3)C3C=CC=CC=3)C=CC=2)OC2C(P(C3C=CC=CC=3)C3C=CC=CC=3)=CC=CC1=2.C(=O)([O-])[O-].[Cs+].[Cs+]. The catalyst is O1CCOCC1.C1C=CC(/C=C/C(/C=C/C2C=CC=CC=2)=O)=CC=1.C1C=CC(/C=C/C(/C=C/C2C=CC=CC=2)=O)=CC=1.C1C=CC(/C=C/C(/C=C/C2C=CC=CC=2)=O)=CC=1.[Pd].[Pd]. The product is [C:11]1([NH:10][C:2]2[CH:9]=[CH:8][CH:7]=[CH:6][C:3]=2[C:4]#[N:5])[CH:16]=[CH:15][CH:14]=[CH:13][CH:12]=1. The yield is 0.810. (8) The reactants are [CH3:1][N:2]1[C:10]2[C:5](=[CH:6][C:7]([C:11]([O:13]C)=[O:12])=[CH:8][CH:9]=2)[CH:4]=[CH:3]1.[OH-].[Na+]. The catalyst is CO. The yield is 0.940. The product is [CH3:1][N:2]1[C:10]2[C:5](=[CH:6][C:7]([C:11]([OH:13])=[O:12])=[CH:8][CH:9]=2)[CH:4]=[CH:3]1.